From a dataset of Peptide-MHC class I binding affinity with 185,985 pairs from IEDB/IMGT. Regression. Given a peptide amino acid sequence and an MHC pseudo amino acid sequence, predict their binding affinity value. This is MHC class I binding data. (1) The peptide sequence is RMVSLVTSFL. The MHC is HLA-A02:01 with pseudo-sequence HLA-A02:01. The binding affinity (normalized) is 0.567. (2) The peptide sequence is ILKKIIPTL. The MHC is HLA-A02:01 with pseudo-sequence HLA-A02:01. The binding affinity (normalized) is 0.556. (3) The peptide sequence is CVRMYNPTNI. The MHC is Mamu-B03 with pseudo-sequence Mamu-B03. The binding affinity (normalized) is 0.383. (4) The binding affinity (normalized) is 0.106. The peptide sequence is GALASCMGL. The MHC is HLA-A02:01 with pseudo-sequence HLA-A02:01.